This data is from NCI-60 drug combinations with 297,098 pairs across 59 cell lines. The task is: Regression. Given two drug SMILES strings and cell line genomic features, predict the synergy score measuring deviation from expected non-interaction effect. (1) Drug 1: C1=CN(C=N1)CC(O)(P(=O)(O)O)P(=O)(O)O. Drug 2: COCCOC1=C(C=C2C(=C1)C(=NC=N2)NC3=CC=CC(=C3)C#C)OCCOC.Cl. Cell line: SR. Synergy scores: CSS=-0.0855, Synergy_ZIP=1.01, Synergy_Bliss=1.83, Synergy_Loewe=-0.368, Synergy_HSA=-0.114. (2) Drug 1: C1CN1C2=NC(=NC(=N2)N3CC3)N4CC4. Drug 2: C1CN(CCN1C(=O)CCBr)C(=O)CCBr. Cell line: MALME-3M. Synergy scores: CSS=10.7, Synergy_ZIP=-5.96, Synergy_Bliss=-0.178, Synergy_Loewe=-0.809, Synergy_HSA=0.661. (3) Drug 1: COC1=C(C=C2C(=C1)N=CN=C2NC3=CC(=C(C=C3)F)Cl)OCCCN4CCOCC4. Synergy scores: CSS=57.3, Synergy_ZIP=4.59, Synergy_Bliss=5.01, Synergy_Loewe=-7.16, Synergy_HSA=10.4. Drug 2: CC1C(C(CC(O1)OC2CC(CC3=C2C(=C4C(=C3O)C(=O)C5=CC=CC=C5C4=O)O)(C(=O)C)O)N)O. Cell line: SNB-75. (4) Drug 1: COC1=CC(=CC(=C1O)OC)C2C3C(COC3=O)C(C4=CC5=C(C=C24)OCO5)OC6C(C(C7C(O6)COC(O7)C8=CC=CS8)O)O. Drug 2: CC(C)CN1C=NC2=C1C3=CC=CC=C3N=C2N. Cell line: MCF7. Synergy scores: CSS=33.3, Synergy_ZIP=3.90, Synergy_Bliss=4.81, Synergy_Loewe=-8.59, Synergy_HSA=3.08. (5) Drug 1: C1=CC(=CC=C1CCC2=CNC3=C2C(=O)NC(=N3)N)C(=O)NC(CCC(=O)O)C(=O)O. Drug 2: C#CCC(CC1=CN=C2C(=N1)C(=NC(=N2)N)N)C3=CC=C(C=C3)C(=O)NC(CCC(=O)O)C(=O)O. Cell line: KM12. Synergy scores: CSS=-2.79, Synergy_ZIP=-6.62, Synergy_Bliss=-13.0, Synergy_Loewe=-13.8, Synergy_HSA=-13.8. (6) Drug 1: CCN(CC)CCNC(=O)C1=C(NC(=C1C)C=C2C3=C(C=CC(=C3)F)NC2=O)C. Drug 2: CC1=C(C(=O)C2=C(C1=O)N3CC4C(C3(C2COC(=O)N)OC)N4)N. Cell line: NCI/ADR-RES. Synergy scores: CSS=10.2, Synergy_ZIP=-7.03, Synergy_Bliss=-0.541, Synergy_Loewe=-0.740, Synergy_HSA=-1.35. (7) Drug 1: C1CCC(CC1)NC(=O)N(CCCl)N=O. Drug 2: C1=CN(C=N1)CC(O)(P(=O)(O)O)P(=O)(O)O. Cell line: NCI-H226. Synergy scores: CSS=-2.60, Synergy_ZIP=-6.50, Synergy_Bliss=-15.0, Synergy_Loewe=-40.4, Synergy_HSA=-14.0.